This data is from Reaction yield outcomes from USPTO patents with 853,638 reactions. The task is: Predict the reaction yield, written as a fraction of the theoretical maximum amount of product (1.0 means a 100% yield; for example, 0.34 means a 34% yield). (1) The reactants are [F:1][C:2]1[CH:32]=[C:31]([N+:33]([O-])=O)[CH:30]=[CH:29][C:3]=1[O:4][C:5]1[CH:10]=[CH:9][N:8]=[C:7]2[CH:11]=[C:12]([C:14]([NH:16][CH:17]3[CH2:21][CH2:20][N:19]([C:22]([O:24][C:25]([CH3:28])([CH3:27])[CH3:26])=[O:23])[CH2:18]3)=[O:15])[S:13][C:6]=12. The catalyst is CO.[OH-].[OH-].[Pd+2]. The product is [NH2:33][C:31]1[CH:30]=[CH:29][C:3]([O:4][C:5]2[CH:10]=[CH:9][N:8]=[C:7]3[CH:11]=[C:12]([C:14]([NH:16][CH:17]4[CH2:21][CH2:20][N:19]([C:22]([O:24][C:25]([CH3:27])([CH3:28])[CH3:26])=[O:23])[CH2:18]4)=[O:15])[S:13][C:6]=23)=[C:2]([F:1])[CH:32]=1. The yield is 0.700. (2) The reactants are [CH3:1][C:2]([CH3:24])([CH3:23])[CH2:3][CH2:4][C@H:5]1[CH2:10][C@@H:9]([C:11](=[O:18])[CH2:12][C:13](OCC)=[O:14])[CH2:8][CH2:7][N:6]1[C:19]([O:21][CH3:22])=[O:20].[OH-].[Na+].Cl.[NH2:28]O.Cl. The catalyst is CO.CO.O.O. The product is [CH3:1][C:2]([CH3:24])([CH3:23])[CH2:3][CH2:4][C@H:5]1[CH2:10][C@@H:9]([C:11]2[O:18][NH:28][C:13](=[O:14])[CH:12]=2)[CH2:8][CH2:7][N:6]1[C:19]([O:21][CH3:22])=[O:20]. The yield is 0.440. (3) The reactants are C(O)(=O)/C=C/C(O)=O.N[CH:10]([CH3:13])[C:11]#[N:12].[N:14]1C=CC=CC=1.[CH3:20][S:21](Cl)(=[O:23])=[O:22]. The catalyst is [OH-].[Na+]. The product is [C:13]([CH2:10][CH2:11][NH:12][S:21]([CH3:20])(=[O:23])=[O:22])#[N:14]. The yield is 0.300. (4) The reactants are CN(C)C(=O)[O:4][CH:5]([C:12]1[N:13]([CH3:33])[C:14]([C:23]2[S:24][C:25]3[N:26]=[CH:27][N:28]=[C:29]([NH2:32])[C:30]=3[N:31]=2)=[C:15]([C:17]2[CH:22]=[CH:21][CH:20]=[CH:19][CH:18]=2)[N:16]=1)[C:6]1[CH:11]=[CH:10][CH:9]=[CH:8][CH:7]=1.C(O)(C(F)(F)F)=O.O. The catalyst is C1COCC1.CCOC(C)=O. The product is [NH2:32][C:29]1[C:30]2[N:31]=[C:23]([C:14]3[N:13]([CH3:33])[C:12]([CH:5]([C:6]4[CH:11]=[CH:10][CH:9]=[CH:8][CH:7]=4)[OH:4])=[N:16][C:15]=3[C:17]3[CH:22]=[CH:21][CH:20]=[CH:19][CH:18]=3)[S:24][C:25]=2[N:26]=[CH:27][N:28]=1. The yield is 0.990.